From a dataset of Catalyst prediction with 721,799 reactions and 888 catalyst types from USPTO. Predict which catalyst facilitates the given reaction. (1) Reactant: [S:1]1[C:5]2[CH:6]=[CH:7][CH:8]=[CH:9][C:4]=2[N:3]=[C:2]1[NH:10][C:11]([N:13]1[C:22]2[C:17](=[CH:18][CH:19]=[C:20]([C:23]3[N:28]=[C:27]([C:29]([OH:31])=[O:30])[C:26]([O:32][CH2:33][CH2:34][O:35][C:36]4[CH:41]=[CH:40][CH:39]=[C:38]([NH:42]C(OC(C)(C)C)=O)[CH:37]=4)=[CH:25][CH:24]=3)[CH:21]=2)[CH2:16][CH2:15][CH2:14]1)=[O:12]. Product: [NH2:42][C:38]1[CH:37]=[C:36]([CH:41]=[CH:40][CH:39]=1)[O:35][CH2:34][CH2:33][O:32][C:26]1[C:27]([C:29]([OH:31])=[O:30])=[N:28][C:23]([C:20]2[CH:21]=[C:22]3[C:17]([CH2:16][CH2:15][CH2:14][N:13]3[C:11](=[O:12])[NH:10][C:2]3[S:1][C:5]4[CH:6]=[CH:7][CH:8]=[CH:9][C:4]=4[N:3]=3)=[CH:18][CH:19]=2)=[CH:24][CH:25]=1. The catalyst class is: 16. (2) Reactant: [CH:1]1([N:7]=[C:8]=[O:9])[CH2:6][CH2:5][CH2:4][CH2:3][CH2:2]1.[O:10]1[CH2:15][CH2:14][N:13]([CH2:16][CH2:17][CH2:18][O:19][C:20]2[CH:21]=[C:22]([CH:24]=[CH:25][CH:26]=2)[NH2:23])[CH2:12][CH2:11]1. Product: [CH:1]1([NH:7][C:8]([NH:23][C:22]2[CH:24]=[CH:25][CH:26]=[C:20]([O:19][CH2:18][CH2:17][CH2:16][N:13]3[CH2:12][CH2:11][O:10][CH2:15][CH2:14]3)[CH:21]=2)=[O:9])[CH2:6][CH2:5][CH2:4][CH2:3][CH2:2]1. The catalyst class is: 22. (3) Reactant: [CH3:1][C@@:2]12[O:9][C@@H:6]([CH2:7][CH2:8]1)[C:5](=[O:10])[CH2:4][C:3]2=[O:11].C(Cl)(Cl)Cl.C([O-])(=O)C.C([O-])(=O)C.C([O-])(=O)C.[Br:28][C:29]1[CH:34]=[C:33]([CH2:35][CH3:36])[C:32]([Pb+3])=[C:31]([CH2:38][CH3:39])[CH:30]=1.Cl. Product: [Br:28][C:29]1[CH:34]=[C:33]([CH2:35][CH3:36])[C:32]([CH:4]2[C:5](=[O:10])[C@H:6]3[O:9][C@:2]([CH3:1])([CH2:8][CH2:7]3)[C:3]2=[O:11])=[C:31]([CH2:38][CH3:39])[CH:30]=1. The catalyst class is: 11. (4) The catalyst class is: 469. Reactant: [Mg].[Br:2][C:3]1[CH:8]=[C:7]([CH2:9]Br)[CH:6]=[CH:5][C:4]=1[F:11].II.[N:14]1[CH:19]=[CH:18][CH:17]=[C:16]([C:20]([O:22][CH3:23])=[O:21])[C:15]=1[C:24](OC)=[O:25]. Product: [Br:2][C:3]1[CH:8]=[C:7]([CH2:9][C:24]([C:15]2[N:14]=[CH:19][CH:18]=[CH:17][C:16]=2[C:20]([O:22][CH3:23])=[O:21])=[O:25])[CH:6]=[CH:5][C:4]=1[F:11]. (5) Reactant: [CH3:1][O:2][C:3](=[O:40])[CH2:4][C:5]1[CH:10]=[CH:9][CH:8]=[C:7]([CH2:11][N:12]([CH:25]2[CH2:29][CH2:28][N:27]([C:30]3[S:31][C:32]4[CH:38]=[C:37]([Cl:39])[CH:36]=[CH:35][C:33]=4[N:34]=3)[CH2:26]2)S(C2C=CC=CC=2[N+]([O-])=O)(=O)=O)[CH:6]=1.SCC(O)=O.C1CCN2C(=NCCC2)CC1.CN(C)C=O. Product: [CH3:1][O:2][C:3](=[O:40])[CH2:4][C:5]1[CH:10]=[CH:9][CH:8]=[C:7]([CH2:11][NH:12][CH:25]2[CH2:29][CH2:28][N:27]([C:30]3[S:31][C:32]4[CH:38]=[C:37]([Cl:39])[CH:36]=[CH:35][C:33]=4[N:34]=3)[CH2:26]2)[CH:6]=1. The catalyst class is: 6. (6) Product: [O:28]=[C:26]1[NH:25][C:24]2[CH:29]=[CH:30][C:21]([NH:20][C:19]3[C:14]4[C:11]5[CH2:12][CH2:13][CH:8]([CH2:7][NH:6][C:5](=[O:32])[C@H:4]([CH2:3][CH2:2][OH:1])[NH2:33])[CH2:9][C:10]=5[S:31][C:15]=4[N:16]=[CH:17][N:18]=3)=[CH:22][C:23]=2[S:27]1. Reactant: [OH:1][CH2:2][CH2:3][C@@H:4]([NH:33]C(=O)OC(C)(C)C)[C:5](=[O:32])[NH:6][CH2:7][CH:8]1[CH2:13][CH2:12][C:11]2[C:14]3[C:19]([NH:20][C:21]4[CH:30]=[CH:29][C:24]5[NH:25][C:26](=[O:28])[S:27][C:23]=5[CH:22]=4)=[N:18][CH:17]=[N:16][C:15]=3[S:31][C:10]=2[CH2:9]1.O1CCOCC1.Cl. The catalyst class is: 66. (7) Reactant: Cl[C:2]1[CH:11]=[CH:10][N:9]=[C:8]2[C:3]=1[C:4]1[CH:16]=[CH:15][CH:14]=[CH:13][C:5]=1[C:6](=[O:12])[NH:7]2.[Br:17][C:18]1[CH:19]=[C:20](O)C=[CH:22][CH:23]=1.[C:25](=[O:28])([O-])[O-].[K+].[K+]. Product: [Br:17][C:18]1[CH:19]=[CH:20][C:25]([O:28][C:2]2[CH:11]=[CH:10][N:9]=[C:8]3[C:3]=2[C:4]2[CH:16]=[CH:15][CH:14]=[CH:13][C:5]=2[C:6](=[O:12])[NH:7]3)=[CH:22][CH:23]=1. The catalyst class is: 18.